From a dataset of NCI-60 drug combinations with 297,098 pairs across 59 cell lines. Regression. Given two drug SMILES strings and cell line genomic features, predict the synergy score measuring deviation from expected non-interaction effect. (1) Synergy scores: CSS=2.49, Synergy_ZIP=-0.00339, Synergy_Bliss=4.08, Synergy_Loewe=-3.64, Synergy_HSA=0.283. Drug 2: CC1=C(N=C(N=C1N)C(CC(=O)N)NCC(C(=O)N)N)C(=O)NC(C(C2=CN=CN2)OC3C(C(C(C(O3)CO)O)O)OC4C(C(C(C(O4)CO)O)OC(=O)N)O)C(=O)NC(C)C(C(C)C(=O)NC(C(C)O)C(=O)NCCC5=NC(=CS5)C6=NC(=CS6)C(=O)NCCC[S+](C)C)O. Drug 1: CS(=O)(=O)CCNCC1=CC=C(O1)C2=CC3=C(C=C2)N=CN=C3NC4=CC(=C(C=C4)OCC5=CC(=CC=C5)F)Cl. Cell line: UACC-257. (2) Drug 1: CCCS(=O)(=O)NC1=C(C(=C(C=C1)F)C(=O)C2=CNC3=C2C=C(C=N3)C4=CC=C(C=C4)Cl)F. Drug 2: CS(=O)(=O)OCCCCOS(=O)(=O)C. Cell line: KM12. Synergy scores: CSS=-0.466, Synergy_ZIP=-2.57, Synergy_Bliss=-7.22, Synergy_Loewe=-10.6, Synergy_HSA=-10.3. (3) Drug 1: CCC(=C(C1=CC=CC=C1)C2=CC=C(C=C2)OCCN(C)C)C3=CC=CC=C3.C(C(=O)O)C(CC(=O)O)(C(=O)O)O. Drug 2: CC1=C2C(C(=O)C3(C(CC4C(C3C(C(C2(C)C)(CC1OC(=O)C(C(C5=CC=CC=C5)NC(=O)OC(C)(C)C)O)O)OC(=O)C6=CC=CC=C6)(CO4)OC(=O)C)O)C)O. Cell line: UO-31. Synergy scores: CSS=21.8, Synergy_ZIP=-1.42, Synergy_Bliss=5.55, Synergy_Loewe=5.59, Synergy_HSA=4.60. (4) Drug 1: CCC1=CC2CC(C3=C(CN(C2)C1)C4=CC=CC=C4N3)(C5=C(C=C6C(=C5)C78CCN9C7C(C=CC9)(C(C(C8N6C)(C(=O)OC)O)OC(=O)C)CC)OC)C(=O)OC.C(C(C(=O)O)O)(C(=O)O)O. Drug 2: COCCOC1=C(C=C2C(=C1)C(=NC=N2)NC3=CC=CC(=C3)C#C)OCCOC.Cl. Cell line: COLO 205. Synergy scores: CSS=52.3, Synergy_ZIP=1.39, Synergy_Bliss=2.57, Synergy_Loewe=-27.7, Synergy_HSA=2.55. (5) Drug 1: CN1CCC(CC1)COC2=C(C=C3C(=C2)N=CN=C3NC4=C(C=C(C=C4)Br)F)OC. Drug 2: CC1=C(C(CCC1)(C)C)C=CC(=CC=CC(=CC(=O)O)C)C. Cell line: K-562. Synergy scores: CSS=36.6, Synergy_ZIP=2.13, Synergy_Bliss=5.06, Synergy_Loewe=5.92, Synergy_HSA=6.19. (6) Drug 1: CC1=C2C(C(=O)C3(C(CC4C(C3C(C(C2(C)C)(CC1OC(=O)C(C(C5=CC=CC=C5)NC(=O)OC(C)(C)C)O)O)OC(=O)C6=CC=CC=C6)(CO4)OC(=O)C)OC)C)OC. Drug 2: CC1=C(C=C(C=C1)NC(=O)C2=CC=C(C=C2)CN3CCN(CC3)C)NC4=NC=CC(=N4)C5=CN=CC=C5. Cell line: HCT116. Synergy scores: CSS=61.2, Synergy_ZIP=6.73, Synergy_Bliss=5.26, Synergy_Loewe=-31.2, Synergy_HSA=4.49. (7) Drug 1: C(CC(=O)O)C(=O)CN.Cl. Drug 2: C1C(C(OC1N2C=NC3=C2NC=NCC3O)CO)O. Cell line: NCIH23. Synergy scores: CSS=13.5, Synergy_ZIP=-1.06, Synergy_Bliss=2.18, Synergy_Loewe=1.57, Synergy_HSA=1.79.